Predict the reactants needed to synthesize the given product. From a dataset of Full USPTO retrosynthesis dataset with 1.9M reactions from patents (1976-2016). (1) Given the product [CH:20]1([C:2]2[C:3]([CH:14]3[CH2:17][C:16]([F:19])([F:18])[CH2:15]3)=[CH:4][C:5]([O:12][CH3:13])=[C:6]([CH:11]=2)[C:7]([O:9][CH3:10])=[O:8])[CH2:22][CH2:21]1, predict the reactants needed to synthesize it. The reactants are: Br[C:2]1[C:3]([CH:14]2[CH2:17][C:16]([F:19])([F:18])[CH2:15]2)=[CH:4][C:5]([O:12][CH3:13])=[C:6]([CH:11]=1)[C:7]([O:9][CH3:10])=[O:8].[CH:20]1(B(O)O)[CH2:22][CH2:21]1.C1(P(C2CCCCC2)C2C=CC=CC=2C2C(OC)=CC=CC=2OC)CCCCC1.C(=O)([O-])[O-].[Na+].[Na+]. (2) Given the product [CH3:26][O:27][C:28](=[O:35])[C@@H:29]([NH:34][C:21]([C:19]1[O:18][N:17]=[C:16]([C:13]2[CH:12]=[CH:11][C:10]([NH:9][C:8]([NH:7][CH:1]3[CH2:6][CH2:5][CH2:4][CH2:3][CH2:2]3)=[O:24])=[CH:15][CH:14]=2)[CH:20]=1)=[O:22])[CH2:30][CH:31]([CH3:33])[CH3:32], predict the reactants needed to synthesize it. The reactants are: [CH:1]1([NH:7][C:8](=[O:24])[NH:9][C:10]2[CH:15]=[CH:14][C:13]([C:16]3[CH:20]=[C:19]([C:21](O)=[O:22])[O:18][N:17]=3)=[CH:12][CH:11]=2)[CH2:6][CH2:5][CH2:4][CH2:3][CH2:2]1.Cl.[CH3:26][O:27][C:28](=[O:35])[C@@H:29]([NH2:34])[CH2:30][CH:31]([CH3:33])[CH3:32].[K+].[Br-]. (3) Given the product [I:14][C:5]1[CH:4]=[CH:3][C:2]([O:1][C:8]2[N:9]=[CH:10][CH:11]=[CH:12][N:13]=2)=[CH:7][CH:6]=1, predict the reactants needed to synthesize it. The reactants are: [O:1]([C:8]1[N:13]=[CH:12][CH:11]=[CH:10][N:9]=1)[C:2]1[CH:7]=[CH:6][CH:5]=[CH:4][CH:3]=1.[I:14]N1C(=O)CCC1=O.O. (4) The reactants are: Br[C:2]1[CH:3]=[C:4]([C:16]([F:19])([F:18])[F:17])[C:5]2[N:6]([C:8]([Cl:15])=[C:9]([C:11]([O:13][CH3:14])=[O:12])[N:10]=2)[CH:7]=1.[Br-].[CH2:21]([Zn+])[CH2:22][CH2:23][CH3:24]. Given the product [CH2:21]([C:2]1[CH:3]=[C:4]([C:16]([F:19])([F:18])[F:17])[C:5]2[N:6]([C:8]([Cl:15])=[C:9]([C:11]([O:13][CH3:14])=[O:12])[N:10]=2)[CH:7]=1)[CH2:22][CH2:23][CH3:24], predict the reactants needed to synthesize it. (5) Given the product [C:39]([NH:43][S:44]([C:47]1[S:51][C:50]([C:6]2[N:7]=[CH:8][N:9]([C:11]3[CH:16]=[C:15]([C:17]4[CH:18]=[CH:19][C:20]([C:23]([F:26])([F:24])[F:25])=[CH:21][CH:22]=4)[CH:14]=[C:13]([C:27]([F:29])([F:28])[F:30])[N:12]=3)[CH:10]=2)=[N:49][CH:48]=1)(=[O:45])=[O:46])([CH3:42])([CH3:40])[CH3:41], predict the reactants needed to synthesize it. The reactants are: C([Sn](CCCC)(CCCC)[C:6]1[N:7]=[CH:8][N:9]([C:11]2[CH:16]=[C:15]([C:17]3[CH:22]=[CH:21][C:20]([C:23]([F:26])([F:25])[F:24])=[CH:19][CH:18]=3)[CH:14]=[C:13]([C:27]([F:30])([F:29])[F:28])[N:12]=2)[CH:10]=1)CCC.[C:39]([NH:43][S:44]([C:47]1[S:51][C:50](Cl)=[N:49][CH:48]=1)(=[O:46])=[O:45])([CH3:42])([CH3:41])[CH3:40].CCCCCCC. (6) Given the product [CH:18]1([C:7]2[N:8]=[C:3]([C:1]#[N:2])[CH:4]=[N:5][CH:6]=2)[CH2:20][CH2:19]1, predict the reactants needed to synthesize it. The reactants are: [C:1]([C:3]1[N:8]=[C:7](Cl)[CH:6]=[N:5][CH:4]=1)#[N:2].P([O-])([O-])([O-])=O.[K+].[K+].[K+].[CH:18]1(B(O)O)[CH2:20][CH2:19]1. (7) Given the product [Br:1][C:2]1[C:3]([O:11][CH:12]([CH3:20])[C:13]([OH:15])=[O:14])=[C:4]([C:7]([O:9][CH3:10])=[O:8])[S:5][CH:6]=1, predict the reactants needed to synthesize it. The reactants are: [Br:1][C:2]1[C:3]([O:11][CH:12]([CH3:20])[C:13]([O:15]C(C)(C)C)=[O:14])=[C:4]([C:7]([O:9][CH3:10])=[O:8])[S:5][CH:6]=1.FC(F)(F)C(O)=O. (8) Given the product [CH2:1]([O:3][C:4]([C@@H:6]1[CH2:8][C@H:7]1[C:9]1[CH:14]=[CH:13][C:12]([B:16]2[O:20][C:19]([CH3:22])([CH3:21])[C:18]([CH3:24])([CH3:23])[O:17]2)=[CH:11][CH:10]=1)=[O:5])[CH3:2], predict the reactants needed to synthesize it. The reactants are: [CH2:1]([O:3][C:4]([C@@H:6]1[CH2:8][C@H:7]1[C:9]1[CH:14]=[CH:13][C:12](Br)=[CH:11][CH:10]=1)=[O:5])[CH3:2].[B:16]1([B:16]2[O:20][C:19]([CH3:22])([CH3:21])[C:18]([CH3:24])([CH3:23])[O:17]2)[O:20][C:19]([CH3:22])([CH3:21])[C:18]([CH3:24])([CH3:23])[O:17]1. (9) The reactants are: [CH:1]([O:4][C:5]1[CH:12]=[CH:11][C:10](B2OC(C)(C)C(C)(C)O2)=[CH:9][C:6]=1[C:7]#[N:8])([CH3:3])[CH3:2].[Br:22][C:23]1[N:27]=[C:26](Cl)[S:25][N:24]=1.N#N. Given the product [Br:22][C:23]1[N:27]=[C:26]([C:10]2[CH:11]=[CH:12][C:5]([O:4][CH:1]([CH3:2])[CH3:3])=[C:6]([CH:9]=2)[C:7]#[N:8])[S:25][N:24]=1, predict the reactants needed to synthesize it. (10) The reactants are: [N:1]([CH2:4][CH2:5][O:6][CH2:7][CH2:8][O:9][CH2:10][CH2:11][O:12][CH2:13][CH2:14][O:15][CH2:16][CH2:17][O:18][CH2:19][CH2:20][O:21][CH2:22][CH2:23][O:24][CH2:25][CH2:26][O:27][CH2:28][CH2:29][O:30][CH2:31][CH2:32][O:33][CH2:34][CH2:35][O:36][CH2:37][CH2:38][NH:39][C:40](=[O:70])[CH2:41][CH2:42][CH2:43][NH:44][C:45](=[O:69])[CH2:46][CH2:47][CH2:48][CH2:49][CH2:50][CH2:51][CH2:52][CH2:53][CH2:54][CH2:55][CH2:56][CH2:57][CH2:58][CH2:59][CH2:60][CH2:61][C:62]([O:64]C(C)(C)C)=[O:63])=[N+:2]=[N-:3].C(O)(C(F)(F)F)=O. Given the product [N:1]([CH2:4][CH2:5][O:6][CH2:7][CH2:8][O:9][CH2:10][CH2:11][O:12][CH2:13][CH2:14][O:15][CH2:16][CH2:17][O:18][CH2:19][CH2:20][O:21][CH2:22][CH2:23][O:24][CH2:25][CH2:26][O:27][CH2:28][CH2:29][O:30][CH2:31][CH2:32][O:33][CH2:34][CH2:35][O:36][CH2:37][CH2:38][NH:39][C:40](=[O:70])[CH2:41][CH2:42][CH2:43][NH:44][C:45](=[O:69])[CH2:46][CH2:47][CH2:48][CH2:49][CH2:50][CH2:51][CH2:52][CH2:53][CH2:54][CH2:55][CH2:56][CH2:57][CH2:58][CH2:59][CH2:60][CH2:61][C:62]([OH:64])=[O:63])=[N+:2]=[N-:3], predict the reactants needed to synthesize it.